This data is from Full USPTO retrosynthesis dataset with 1.9M reactions from patents (1976-2016). The task is: Predict the reactants needed to synthesize the given product. (1) Given the product [C:4]1([CH2:3][CH2:2][O:1][C:15]2[CH:30]=[CH:29][C:18]([CH2:19][CH:20]([C:25]([O:27][CH3:28])=[O:26])[C:21]([O:23][CH3:24])=[O:22])=[CH:17][CH:16]=2)[C:13]2[C:8](=[CH:9][CH:10]=[CH:11][CH:12]=2)[CH:7]=[CH:6][CH:5]=1, predict the reactants needed to synthesize it. The reactants are: [OH:1][CH2:2][CH2:3][C:4]1[C:13]2[C:8](=[CH:9][CH:10]=[CH:11][CH:12]=2)[CH:7]=[CH:6][CH:5]=1.O[C:15]1[CH:30]=[CH:29][C:18]([CH2:19][CH:20]([C:25]([O:27][CH3:28])=[O:26])[C:21]([O:23][CH3:24])=[O:22])=[CH:17][CH:16]=1.CCOC(/N=N/C(OCC)=O)=O.C1C=CC(P(C2C=CC=CC=2)C2C=CC=CC=2)=CC=1. (2) The reactants are: [CH:1]1([O:5][CH2:6][C:7]2[CH:12]=[C:11]([O:13][CH3:14])[C:10]([C:15]3[N:16]4[N:22]=[C:21]([O:23][CH3:24])[C:20]([N:25]([CH2:32][CH2:33][CH3:34])[CH:26]5[CH2:31][CH2:30][O:29][CH2:28][CH2:27]5)=[C:17]4[S:18][CH:19]=3)=[C:9]([O:35][CH3:36])[CH:8]=2)[CH2:4][CH2:3][CH2:2]1.[P:37](=[O:41])([OH:40])([OH:39])[OH:38]. Given the product [P:37]([OH:41])([OH:40])([OH:39])=[O:38].[CH:1]1([O:5][CH2:6][C:7]2[CH:12]=[C:11]([O:13][CH3:14])[C:10]([C:15]3[N:16]4[N:22]=[C:21]([O:23][CH3:24])[C:20]([N:25]([CH2:32][CH2:33][CH3:34])[CH:26]5[CH2:31][CH2:30][O:29][CH2:28][CH2:27]5)=[C:17]4[S:18][CH:19]=3)=[C:9]([O:35][CH3:36])[CH:8]=2)[CH2:2][CH2:3][CH2:4]1, predict the reactants needed to synthesize it. (3) The reactants are: [Br:1][C:2]1[CH:3]=[C:4]([CH:17]=[CH:18][CH:19]=1)[NH:5][C:6]1[C:7]2[CH:15]=[CH:14][C:13](F)=[N:12][C:8]=2[N:9]=[CH:10][N:11]=1.Cl.[CH3:21][NH:22][CH3:23].CCN(CC)CC. Given the product [Br:1][C:2]1[CH:3]=[C:4]([CH:17]=[CH:18][CH:19]=1)[NH:5][C:6]1[C:7]2[CH:15]=[CH:14][C:13]([N:22]([CH3:23])[CH3:21])=[N:12][C:8]=2[N:9]=[CH:10][N:11]=1, predict the reactants needed to synthesize it. (4) Given the product [NH2:1][C:4]1[CH:5]=[C:6]([CH:15]=[CH:16][C:17]=1[NH2:18])[CH2:7][N:8]1[CH2:13][CH2:12][N:11]([CH3:14])[CH2:10][CH2:9]1, predict the reactants needed to synthesize it. The reactants are: [N+:1]([C:4]1[CH:5]=[C:6]([CH:15]=[CH:16][C:17]=1[N+:18]([O-])=O)[CH2:7][N:8]1[CH2:13][CH2:12][N:11]([CH3:14])[CH2:10][CH2:9]1)([O-])=O.